Dataset: Full USPTO retrosynthesis dataset with 1.9M reactions from patents (1976-2016). Task: Predict the reactants needed to synthesize the given product. (1) Given the product [F:15][C:12]([F:14])([F:13])[C:11]1[C:6]2[N:7]([C:3]([C:1]#[C:2][C:27]3[S:31][C:30]([S:32]([NH2:35])(=[O:34])=[O:33])=[CH:29][CH:28]=3)=[CH:4][N:5]=2)[CH:8]=[C:9]([C:16]2[CH:21]=[CH:20][C:19]([C:22]([F:25])([F:24])[F:23])=[CH:18][CH:17]=2)[CH:10]=1, predict the reactants needed to synthesize it. The reactants are: [C:1]([C:3]1[N:7]2[CH:8]=[C:9]([C:16]3[CH:21]=[CH:20][C:19]([C:22]([F:25])([F:24])[F:23])=[CH:18][CH:17]=3)[CH:10]=[C:11]([C:12]([F:15])([F:14])[F:13])[C:6]2=[N:5][CH:4]=1)#[CH:2].Br[C:27]1[S:31][C:30]([S:32]([NH2:35])(=[O:34])=[O:33])=[CH:29][CH:28]=1. (2) Given the product [O:1]=[C:2]1[C:10]2[C:5](=[CH:6][CH:7]=[CH:8][CH:9]=2)[C:4](=[O:11])[N:3]1[CH2:12][CH2:13][CH2:14][CH2:15][S:16]([C:17]1[CH:18]=[C:19]([NH:26][C:27]([N:29]2[CH2:30][CH2:31][CH2:32][CH2:33]2)=[O:28])[CH:20]=[C:21]([N+:23]([O-:25])=[O:24])[CH:22]=1)=[O:35], predict the reactants needed to synthesize it. The reactants are: [O:1]=[C:2]1[C:10]2[C:5](=[CH:6][CH:7]=[CH:8][CH:9]=2)[C:4](=[O:11])[N:3]1[CH2:12][CH2:13][CH2:14][CH2:15][S:16][C:17]1[CH:18]=[C:19]([NH:26][C:27]([N:29]2[CH2:33][CH2:32][CH2:31][CH2:30]2)=[O:28])[CH:20]=[C:21]([N+:23]([O-:25])=[O:24])[CH:22]=1.I(O)(=O)(=O)=[O:35].O.O.O.O.O.S([O-])([O-])(=O)=S.[Na+].[Na+]. (3) Given the product [F:41][C:42]([F:47])([F:46])[C:43]([OH:45])=[O:44].[CH2:38]([C:35]1[CH:36]=[N:37][C:32]([N:18]([CH2:19][C:20]2[CH:21]=[CH:22][C:23]([C:26]3[CH:27]=[N:28][CH:29]=[CH:30][CH:31]=3)=[CH:24][CH:25]=2)[CH2:17][CH2:16][C:14]2[N:15]=[C:11]([S:10][C:7]([CH3:9])([CH3:8])[C:6]([OH:40])=[O:5])[S:12][CH:13]=2)=[N:33][CH:34]=1)[CH3:39], predict the reactants needed to synthesize it. The reactants are: C([O:5][C:6](=[O:40])[C:7]([S:10][C:11]1[S:12][CH:13]=[C:14]([CH2:16][CH2:17][N:18]([C:32]2[N:37]=[CH:36][C:35]([CH2:38][CH3:39])=[CH:34][N:33]=2)[CH2:19][C:20]2[CH:25]=[CH:24][C:23]([C:26]3[CH:27]=[N:28][CH:29]=[CH:30][CH:31]=3)=[CH:22][CH:21]=2)[N:15]=1)([CH3:9])[CH3:8])(C)(C)C.[F:41][C:42]([F:47])([F:46])[C:43]([OH:45])=[O:44]. (4) Given the product [NH2:17][CH:14]1[C:15](=[O:16])[N:9]([CH2:8][C:7]2[CH:6]=[CH:5][C:4]([O:3][CH3:2])=[CH:28][CH:27]=2)[C:10]2[CH:26]=[CH:25][CH:24]=[CH:23][C:11]=2[C:12]2[CH:22]=[CH:21][CH:20]=[CH:19][C:13]1=2, predict the reactants needed to synthesize it. The reactants are: Cl.[CH3:2][O:3][C:4]1[CH:28]=[CH:27][C:7]([CH2:8][N:9]2[C:15](=[O:16])[C:14](=[N:17]O)[C:13]3[CH:19]=[CH:20][CH:21]=[CH:22][C:12]=3[C:11]3[CH:23]=[CH:24][CH:25]=[CH:26][C:10]2=3)=[CH:6][CH:5]=1. (5) Given the product [Br:11][C:3]1[CH:4]=[CH:5][C:6]([C:7]2[N:15]=[C:12]([CH3:13])[S:14][CH:9]=2)=[CH:1][CH:2]=1, predict the reactants needed to synthesize it. The reactants are: [CH:1]1[C:6]([C:7]([CH2:9]Br)=O)=[CH:5][CH:4]=[C:3]([Br:11])[CH:2]=1.[C:12]([NH2:15])(=[S:14])[CH3:13].[OH-].[Na+]. (6) The reactants are: [Cl:1][C:2]1[N:7]=[CH:6][C:5]([NH2:8])=[C:4]([NH:9][C@@H:10]([CH3:15])[C:11]([F:14])([F:13])[F:12])[CH:3]=1.C(N(CC)CC)C.Cl[C:24]([CH2:26][O:27][C:28](=[O:30])[CH3:29])=[O:25]. Given the product [Cl:1][C:2]1[N:7]=[CH:6][C:5]([NH:8][C:24]([CH2:26][O:27][C:28](=[O:30])[CH3:29])=[O:25])=[C:4]([NH:9][C@@H:10]([CH3:15])[C:11]([F:14])([F:12])[F:13])[CH:3]=1, predict the reactants needed to synthesize it. (7) Given the product [CH2:8]([O:12][C:13]1[N:21]=[C:20]2[C:16]([N:17]=[C:18]([O:22][CH3:23])[N:19]2[CH2:32][CH2:33][CH:34]2[CH2:39][CH2:38][O:37][CH2:36][CH2:35]2)=[C:15]([NH2:24])[N:14]=1)[CH2:9][CH2:10][CH3:11], predict the reactants needed to synthesize it. The reactants are: FC(F)(F)C(O)=O.[CH2:8]([O:12][C:13]1[N:21]=[C:20]2[C:16]([N:17]=[C:18]([O:22][CH3:23])[NH:19]2)=[C:15]([NH2:24])[N:14]=1)[CH2:9][CH2:10][CH3:11].C(=O)([O-])[O-].[K+].[K+].Br[CH2:32][CH2:33][CH:34]1[CH2:39][CH2:38][O:37][CH2:36][CH2:35]1. (8) Given the product [C:27]([O:26][C:24]([NH:23][CH2:22][CH2:21][C:20]([NH:19][C:16]1[CH:17]=[CH:18][C:13]([C@H:10]2[CH2:11][CH2:12][C@H:7]([CH2:6][C:5]([OH:32])=[O:4])[CH2:8][CH2:9]2)=[CH:14][CH:15]=1)=[O:31])=[O:25])([CH3:30])([CH3:28])[CH3:29], predict the reactants needed to synthesize it. The reactants are: [OH-].[Na+].C[O:4][C:5](=[O:32])[CH2:6][C@H:7]1[CH2:12][CH2:11][C@H:10]([C:13]2[CH:18]=[CH:17][C:16]([NH:19][C:20](=[O:31])[CH2:21][CH2:22][NH:23][C:24]([O:26][C:27]([CH3:30])([CH3:29])[CH3:28])=[O:25])=[CH:15][CH:14]=2)[CH2:9][CH2:8]1. (9) Given the product [CH3:1][O:2][C:3]([C:5]1[CH:14]=[CH:13][C:8]2[N:9]([CH2:25][O:26][CH2:27][CH2:28][O:29][CH3:30])[C:10]([Cl:12])=[N:11][C:7]=2[CH:6]=1)=[O:4], predict the reactants needed to synthesize it. The reactants are: [CH3:1][O:2][C:3]([C:5]1[CH:14]=[CH:13][C:8]2[NH:9][C:10]([Cl:12])=[N:11][C:7]=2[CH:6]=1)=[O:4].CCN(C(C)C)C(C)C.Cl[CH2:25][O:26][CH2:27][CH2:28][O:29][CH3:30].